From a dataset of Full USPTO retrosynthesis dataset with 1.9M reactions from patents (1976-2016). Predict the reactants needed to synthesize the given product. (1) Given the product [CH3:19][C:7]1[O:6][C:5]([C:3]([OH:2])=[O:4])=[CH:9][C:8]=1[CH2:10][O:11][C:12]1[CH:17]=[CH:16][C:15]([C:23]2[CH:24]=[CH:25][CH:26]=[CH:27][C:22]=2[C:21]([F:32])([F:31])[F:20])=[CH:14][CH:13]=1, predict the reactants needed to synthesize it. The reactants are: C[O:2][C:3]([C:5]1[O:6][C:7]([CH3:19])=[C:8]([CH2:10][O:11][C:12]2[CH:17]=[CH:16][C:15](I)=[CH:14][CH:13]=2)[CH:9]=1)=[O:4].[F:20][C:21]([F:32])([F:31])[C:22]1[CH:27]=[CH:26][CH:25]=[CH:24][C:23]=1B(O)O. (2) Given the product [C:35]([C:33]1[O:32][N:31]=[C:30]([NH:29][C:27]([NH:26][C:22]2[CH:23]=[CH:24][CH:25]=[C:20]([O:19][C:13]3[C:12]4[C:17](=[CH:18][C:9]([OH:8])=[CH:10][CH:11]=4)[N:16]=[CH:15][N:14]=3)[CH:21]=2)=[O:28])[CH:34]=1)([CH3:38])([CH3:36])[CH3:37], predict the reactants needed to synthesize it. The reactants are: C([O:8][C:9]1[CH:18]=[C:17]2[C:12]([C:13]([O:19][C:20]3[CH:21]=[C:22]([NH:26][C:27]([NH:29][C:30]4[CH:34]=[C:33]([C:35]([CH3:38])([CH3:37])[CH3:36])[O:32][N:31]=4)=[O:28])[CH:23]=[CH:24][CH:25]=3)=[N:14][CH:15]=[N:16]2)=[CH:11][CH:10]=1)C1C=CC=CC=1.FC(F)(F)C(O)=O. (3) Given the product [CH2:1]([C:9]1[CH:14]=[CH:13][C:12]([N:15]2[CH2:19][CH2:18][N:17]([CH2:20][CH2:21][C:22]([OH:24])=[O:23])[C:16]2=[O:27])=[CH:11][CH:10]=1)[CH2:2][CH2:3][CH2:4][CH2:5][CH2:6][CH2:7][CH3:8], predict the reactants needed to synthesize it. The reactants are: [CH2:1]([C:9]1[CH:14]=[CH:13][C:12]([N:15]2[CH2:19][CH2:18][N:17]([CH2:20][CH2:21][C:22]([O:24]CC)=[O:23])[C:16]2=[O:27])=[CH:11][CH:10]=1)[CH2:2][CH2:3][CH2:4][CH2:5][CH2:6][CH2:7][CH3:8].C(C1C=CC(NC(=O)NCCC(OCC)=O)=CC=1)CCCCCCC. (4) The reactants are: Cl[C:2]1[N:7]=[C:6]([Cl:8])[N:5]=[C:4]([Cl:9])[N:3]=1.[Cl:10][C:11]1[CH:16]=[CH:15][CH:14]=[C:13]([Cl:17])[C:12]=1[NH2:18].C([O-])([O-])=O.[K+].[K+]. Given the product [Cl:10][C:11]1[CH:16]=[CH:15][CH:14]=[C:13]([Cl:17])[C:12]=1[NH:18][C:2]1[N:7]=[C:6]([Cl:8])[N:5]=[C:4]([Cl:9])[N:3]=1, predict the reactants needed to synthesize it. (5) Given the product [CH2:25]([O:13][C:9]1[C:10](=[O:12])[O:11][C@H:7]([C@@H:5]2[CH2:4][O:3][C:2]([CH3:18])([CH3:1])[O:6]2)[C:8]=1[NH:14][CH2:15][CH2:16][CH3:17])[C:26]1[CH:31]=[CH:30][CH:29]=[CH:28][CH:27]=1, predict the reactants needed to synthesize it. The reactants are: [CH3:1][C:2]1([CH3:18])[O:6][C@H:5]([C@H:7]2[O:11][C:10](=[O:12])[C:9]([OH:13])=[C:8]2[NH:14][CH2:15][CH2:16][CH3:17])[CH2:4][O:3]1.C(=O)([O-])[O-].[K+].[K+].[CH2:25](Br)[C:26]1[CH:31]=[CH:30][CH:29]=[CH:28][CH:27]=1.O.